The task is: Predict the product of the given reaction.. This data is from Forward reaction prediction with 1.9M reactions from USPTO patents (1976-2016). (1) Given the reactants Br[C:2]1[N:6]=[C:5]([C:7]2[CH:12]=[CH:11][C:10]([O:13][CH2:14][CH2:15][CH2:16][C:17]([O:19][CH2:20][CH3:21])=[O:18])=[CH:9][C:8]=2[CH2:22][CH3:23])[S:4][N:3]=1.[CH3:24][CH:25]([O:27][C:28]1[CH:35]=[CH:34][C:33](B2OC(C)(C)C(C)(C)O2)=[CH:32][C:29]=1[C:30]#[N:31])[CH3:26].P([O-])([O-])([O-])=O.[K+].[K+].[K+].O, predict the reaction product. The product is: [C:30]([C:29]1[CH:32]=[C:33]([C:2]2[N:6]=[C:5]([C:7]3[CH:12]=[CH:11][C:10]([O:13][CH2:14][CH2:15][CH2:16][C:17]([O:19][CH2:20][CH3:21])=[O:18])=[CH:9][C:8]=3[CH2:22][CH3:23])[S:4][N:3]=2)[CH:34]=[CH:35][C:28]=1[O:27][CH:25]([CH3:26])[CH3:24])#[N:31]. (2) Given the reactants [NH2:1][CH2:2][CH2:3][N:4]([CH3:15])[CH2:5][CH2:6][NH:7][C:8](=[O:14])[O:9][C:10]([CH3:13])([CH3:12])[CH3:11].[C:16](O)(=[O:23])[C:17]1[CH:22]=[CH:21][CH:20]=[N:19][CH:18]=1.CCN=C=NCCCN(C)C, predict the reaction product. The product is: [CH3:15][N:4]([CH2:3][CH2:2][NH:1][C:16](=[O:23])[C:17]1[CH:22]=[CH:21][CH:20]=[N:19][CH:18]=1)[CH2:5][CH2:6][NH:7][C:8](=[O:14])[O:9][C:10]([CH3:11])([CH3:12])[CH3:13].